From a dataset of Reaction yield outcomes from USPTO patents with 853,638 reactions. Predict the reaction yield, written as a fraction of the theoretical maximum amount of product (1.0 means a 100% yield; for example, 0.34 means a 34% yield). The reactants are [F:1][C:2]1[CH:7]=[C:6]([O:8][C:9]2[CH:14]=[CH:13][N:12]=[C:11]([NH:15][C:16](=[O:20])[CH2:17]OC)[CH:10]=2)[C:5]([F:21])=[CH:4][C:3]=1[NH:22][C:23]([C:25]1([C:28]([NH:30][C:31]2[CH:36]=[CH:35][C:34]([F:37])=[CH:33][CH:32]=2)=[O:29])[CH2:27][CH2:26]1)=[O:24].[CH:38]1(C(O)=O)[CH2:41]C[CH2:39]1.CN(C(ON1N=NC2C=CC=NC1=2)=[N+](C)C)C.F[P-](F)(F)(F)(F)F.CCN(C(C)C)C(C)C. The catalyst is CN(C=O)C. The product is [CH:17]1([C:16]([NH:15][C:11]2[CH:10]=[C:9]([O:8][C:6]3[C:5]([F:21])=[CH:4][C:3]([NH:22][C:23]([C:25]4([C:28]([NH:30][C:31]5[CH:36]=[CH:35][C:34]([F:37])=[CH:33][CH:32]=5)=[O:29])[CH2:26][CH2:27]4)=[O:24])=[C:2]([F:1])[CH:7]=3)[CH:14]=[CH:13][N:12]=2)=[O:20])[CH2:41][CH2:38][CH2:39]1. The yield is 0.411.